From a dataset of Catalyst prediction with 721,799 reactions and 888 catalyst types from USPTO. Predict which catalyst facilitates the given reaction. (1) Reactant: [C:1]1([CH2:7][C:8]([O:10][CH3:11])=[O:9])[CH:6]=[CH:5][CH:4]=[CH:3][CH:2]=1.[H-].[Na+].[Cl:14][CH2:15][CH2:16][CH2:17]I.O. Product: [Cl:14][CH2:15][CH2:16][CH2:17][CH:7]([C:1]1[CH:6]=[CH:5][CH:4]=[CH:3][CH:2]=1)[C:8]([O:10][CH3:11])=[O:9]. The catalyst class is: 39. (2) Reactant: Cl[C:2]1[C:10]2[N:9]=[C:8]3[N:11]([C:15]4[C:16]([CH3:24])=[N:17][C:18]([O:22][CH3:23])=[N:19][C:20]=4[CH3:21])[CH2:12][CH2:13][CH2:14][N:7]3[C:6]=2[C:5]([CH:25]([O:30][CH:31]([F:33])[F:32])[C:26]([F:29])([F:28])[F:27])=[CH:4][CH:3]=1. Product: [F:33][CH:31]([F:32])[O:30][CH:25]([C:5]1[C:6]2[N:7]3[CH2:14][CH2:13][CH2:12][N:11]([C:15]4[C:20]([CH3:21])=[N:19][C:18]([O:22][CH3:23])=[N:17][C:16]=4[CH3:24])[C:8]3=[N:9][C:10]=2[CH:2]=[CH:3][CH:4]=1)[C:26]([F:29])([F:28])[F:27]. The catalyst class is: 285. (3) Reactant: IC.C([O:10][C:11]1[CH:16]=[CH:15][C:14]([CH2:17][C@H:18]([N:21](CC2C=CC=CC=2)[CH2:22][C@H:23]([OH:32])[CH2:24][O:25][C:26]2[CH:31]=[CH:30][CH:29]=[CH:28][CH:27]=2)[CH2:19][OH:20])=[CH:13][C:12]=1[NH:40][S:41]([C:44]1[CH:49]=[CH:48][CH:47]=[CH:46][CH:45]=1)(=[O:43])=[O:42])C1C=CC=CC=1.N1C=CC=C[CH:51]=1.C(=O)(O)[O-].[Na+]. Product: [OH:10][C:11]1[CH:16]=[CH:15][C:14]([CH2:17][C@H:18]([NH:21][CH2:22][C@H:23]([OH:32])[CH2:24][O:25][C:26]2[CH:31]=[CH:30][CH:29]=[CH:28][CH:27]=2)[CH2:19][OH:20])=[CH:13][C:12]=1[N:40]([CH3:51])[S:41]([C:44]1[CH:49]=[CH:48][CH:47]=[CH:46][CH:45]=1)(=[O:43])=[O:42]. The catalyst class is: 96. (4) Reactant: [OH:1][C@@H:2]([C@@H:4]1[C@@H:7]([C@@H:8]([CH3:27])[C:9]([C:11]2[S:15][C:14]3=[C:16]([C:19]([C:21]4[CH:22]=[N:23][CH:24]=[CH:25][CH:26]=4)=[O:20])[N:17]=[CH:18][N:13]3[CH:12]=2)=O)[N:6]([C:28]([C:48]([O:50][CH2:51][C:52]2[CH:57]=[CH:56][C:55]([N+:58]([O-:60])=[O:59])=[CH:54][CH:53]=2)=[O:49])=P(C2C=CC=CC=2)(C2C=CC=CC=2)C2C=CC=CC=2)[C:5]1=[O:61])[CH3:3]. Product: [N+:58]([C:55]1[CH:54]=[CH:53][C:52]([CH2:51][O:50][C:48]([C:28]2[N:6]3[C:5](=[O:61])[C@H:4]([C@H:2]([OH:1])[CH3:3])[C@H:7]3[C@@H:8]([CH3:27])[C:9]=2[C:11]2[S:15][C:14]3=[C:16]([C:19]([C:21]4[CH:22]=[N:23][CH:24]=[CH:25][CH:26]=4)=[O:20])[N:17]=[CH:18][N:13]3[CH:12]=2)=[O:49])=[CH:57][CH:56]=1)([O-:60])=[O:59]. The catalyst class is: 11. (5) Reactant: [CH3:1][O:2][C:3]1[CH:4]=[C:5]([C:11]2[C:19]3[C:14](=[CH:15][CH:16]=[C:17]([C:20]#[N:21])[CH:18]=3)[NH:13][N:12]=2)[CH:6]=[CH:7][C:8]=1[O:9][CH3:10].C([Sn]([N:35]=[N+:36]=[N-:37])(CCCC)CCCC)CCC.[OH-].[Na+]. Product: [N:21]1[NH:35][N:36]=[N:37][C:20]=1[C:17]1[CH:18]=[C:19]2[C:14](=[CH:15][CH:16]=1)[NH:13][N:12]=[C:11]2[C:5]1[CH:6]=[CH:7][C:8]([O:9][CH3:10])=[C:3]([O:2][CH3:1])[CH:4]=1. The catalyst class is: 11. (6) Reactant: [Cl:1][C:2]1[CH:3]=[C:4]([C:9]2[S:10][CH:11]=[C:12]([C:15]([CH3:17])=O)[C:13]=2[OH:14])[CH:5]=[CH:6][C:7]=1[Cl:8].[NH:18]([C:20]([C:22]1[S:26][C:25]([C:27]([NH:29][CH2:30][CH2:31][C:32]([O:34][C:35]([CH3:38])([CH3:37])[CH3:36])=[O:33])=[O:28])=[CH:24][CH:23]=1)=[O:21])[NH2:19].O.C1(C)C=CC(S(O)(=O)=O)=CC=1.O. Product: [Cl:1][C:2]1[CH:3]=[C:4]([C:9]2[S:10][CH:11]=[C:12]([C:15](=[N:19][NH:18][C:20]([C:22]3[S:26][C:25]([C:27]([NH:29][CH2:30][CH2:31][C:32]([O:34][C:35]([CH3:38])([CH3:37])[CH3:36])=[O:33])=[O:28])=[CH:24][CH:23]=3)=[O:21])[CH3:17])[C:13]=2[OH:14])[CH:5]=[CH:6][C:7]=1[Cl:8]. The catalyst class is: 32. (7) Reactant: Cl.Cl.[NH2:3][CH:4]1[CH2:12][CH2:11][C:7]2[NH:8][CH:9]=[N:10][C:6]=2[CH2:5]1.C[O-].[Na+].CO.C(N(CC)CC)C.[CH:25]1([CH2:31][CH2:32][CH2:33][CH2:34][C:35]([Cl:37])=[O:36])[CH2:30][CH2:29][CH2:28][CH2:27][CH2:26]1. Product: [ClH:37].[NH:8]1[C:7]2[CH2:11][CH2:12][CH:4]([NH:3][C:35](=[O:36])[CH2:34][CH2:33][CH2:32][CH2:31][CH:25]3[CH2:30][CH2:29][CH2:28][CH2:27][CH2:26]3)[CH2:5][C:6]=2[N:10]=[CH:9]1. The catalyst class is: 44.